From a dataset of Reaction yield outcomes from USPTO patents with 853,638 reactions. Predict the reaction yield, written as a fraction of the theoretical maximum amount of product (1.0 means a 100% yield; for example, 0.34 means a 34% yield). (1) The reactants are [CH3:1][N:2]1[C:10]2[C:9]3=[C:11]([S:18]([CH3:21])(=[O:20])=[O:19])[S:12][C:13]([S:14](Cl)(=[O:16])=[O:15])=[C:8]3[CH2:7][CH2:6][C:5]=2[CH:4]=[N:3]1.[NH3:22]. The catalyst is C1COCC1. The product is [CH3:1][N:2]1[C:10]2[C:9]3=[C:11]([S:18]([CH3:21])(=[O:20])=[O:19])[S:12][C:13]([S:14]([NH2:22])(=[O:16])=[O:15])=[C:8]3[CH2:7][CH2:6][C:5]=2[CH:4]=[N:3]1. The yield is 0.890. (2) The reactants are [CH3:1][C:2]1[C:3]([NH:8][C:9]2[S:10][CH:11]=[C:12]([C:14]3[CH:19]=[CH:18][CH:17]=[CH:16][N:15]=3)[N:13]=2)=[N:4][CH:5]=[CH:6][CH:7]=1.[NH:20]1[CH2:25][CH2:24][O:23][CH2:22][CH2:21]1.[CH2:26]=O. The catalyst is C(O)C.C(OCC)(=O)C. The product is [CH3:1][C:2]1[C:3]([NH:8][C:9]2[S:10][C:11]([CH2:26][N:20]3[CH2:25][CH2:24][O:23][CH2:22][CH2:21]3)=[C:12]([C:14]3[CH:19]=[CH:18][CH:17]=[CH:16][N:15]=3)[N:13]=2)=[N:4][CH:5]=[CH:6][CH:7]=1. The yield is 0.930.